From a dataset of Reaction yield outcomes from USPTO patents with 853,638 reactions. Predict the reaction yield, written as a fraction of the theoretical maximum amount of product (1.0 means a 100% yield; for example, 0.34 means a 34% yield). (1) The reactants are [CH3:1][C:2]([C:5]1[CH:10]=[CH:9][C:8]([C:11]2[N:12]=[C:13]([NH2:22])[S:14][C:15]=2[C:16]2[CH:21]=[CH:20][N:19]=[CH:18][CH:17]=2)=[CH:7][CH:6]=1)([CH3:4])[CH3:3].[C:23](Cl)(=[O:25])[CH3:24].C(=O)([O-])O.[Na+]. The catalyst is CN(C)C1C=CN=CC=1.CN(C)C(=O)C. The product is [CH3:4][C:2]([C:5]1[CH:10]=[CH:9][C:8]([C:11]2[N:12]=[C:13]([NH:22][C:23](=[O:25])[CH3:24])[S:14][C:15]=2[C:16]2[CH:17]=[CH:18][N:19]=[CH:20][CH:21]=2)=[CH:7][CH:6]=1)([CH3:1])[CH3:3]. The yield is 0.500. (2) The reactants are Cl.NC[C:4]1[CH:13]=[CH:12][C:7]([C:8]([O:10][CH3:11])=[O:9])=[C:6]([OH:14])[CH:5]=1.[C:15]([O:19][C:20]([O:22]C(OC(C)(C)C)=O)=O)([CH3:18])([CH3:17])[CH3:16].[CH2:30]([N:32](CC)CC)C. The catalyst is CO. The product is [C:15]([O:19][C:20]([NH:32][CH2:30][C:5]1[C:6]([OH:14])=[C:7]([CH:12]=[CH:13][CH:4]=1)[C:8]([O:10][CH3:11])=[O:9])=[O:22])([CH3:18])([CH3:17])[CH3:16]. The yield is 0.970. (3) The reactants are [NH2:1][C:2]1[CH:7]=[CH:6][C:5]([CH2:8][C:9]([OH:11])=[O:10])=[CH:4][CH:3]=1.Cl.[N:13]([O-])=O.[Na+].[C:17]1([CH2:23][C:24]([OH:26])=[O:25])[CH:22]=[CH:21][CH:20]=[CH:19][CH:18]=1.[OH-].[Na+]. The catalyst is O. The product is [C:9]([CH2:8][C:5]1[CH:4]=[CH:3][C:2]([N:1]=[N:13][C:20]2[CH:21]=[CH:22][C:17]([CH2:23][C:24]([OH:26])=[O:25])=[CH:18][CH:19]=2)=[CH:7][CH:6]=1)([OH:11])=[O:10]. The yield is 0.370. (4) The reactants are [CH2:1]([O:4][CH:5]1[CH2:20][CH:9]2[CH2:10][O:11][C:12]3[C:17]([C:8]2([S:21]([C:24]2[CH:29]=[CH:28][C:27]([Cl:30])=[CH:26][CH:25]=2)(=[O:23])=[O:22])[CH2:7][CH2:6]1)=[C:16]([F:18])[CH:15]=[CH:14][C:13]=3[F:19])[CH:2]=C.[O:31]=[O+][O-].[BH4-].[Na+]. The catalyst is CO.C(Cl)Cl. The product is [Cl:30][C:27]1[CH:26]=[CH:25][C:24]([S:21]([C:8]23[CH2:7][CH2:6][CH:5]([O:4][CH2:1][CH2:2][OH:31])[CH2:20][CH:9]2[CH2:10][O:11][C:12]2[C:17]3=[C:16]([F:18])[CH:15]=[CH:14][C:13]=2[F:19])(=[O:23])=[O:22])=[CH:29][CH:28]=1. The yield is 0.930.